This data is from Full USPTO retrosynthesis dataset with 1.9M reactions from patents (1976-2016). The task is: Predict the reactants needed to synthesize the given product. (1) Given the product [F:17][C:15]1[CH:16]=[C:11]([CH2:10][C@@H:9]([C:19]2[C:24]([C:25]3[CH:26]=[CH:27][C:28]([F:34])=[C:29]([CH:33]=3)[C:30]([NH2:32])=[O:31])=[CH:23][CH:22]=[CH:21][N:20]=2)[NH:8][C:46](=[O:47])[CH2:45][N:38]2[C:39]3[CH2:40][CH2:41][CH2:42][CH2:43][C:44]=3[C:36](=[O:35])[NH:37]2)[CH:12]=[C:13]([F:18])[CH:14]=1, predict the reactants needed to synthesize it. The reactants are: FC(F)(F)C(O)=O.[NH2:8][C@H:9]([C:19]1[C:24]([C:25]2[CH:26]=[CH:27][C:28]([F:34])=[C:29]([CH:33]=2)[C:30]([NH2:32])=[O:31])=[CH:23][CH:22]=[CH:21][N:20]=1)[CH2:10][C:11]1[CH:16]=[C:15]([F:17])[CH:14]=[C:13]([F:18])[CH:12]=1.[O:35]=[C:36]1[C:44]2[CH2:43][CH2:42][CH2:41][CH2:40][C:39]=2[N:38]([CH2:45][C:46](O)=[O:47])[NH:37]1. (2) Given the product [Cl:13][C:12]1[CH:11]=[C:10]([C:14]([OH:16])=[O:15])[CH:9]=[C:8]([Cl:19])[C:7]=1[N:6]1[C:2]2=[N:1][C:34]([CH2:33][C:30]3[CH:31]=[CH:32][C:27]([O:26][CH3:25])=[CH:28][CH:29]=3)=[N:24][C:22](=[O:23])[C:3]2=[C:4]([CH2:20][CH3:21])[NH:5]1, predict the reactants needed to synthesize it. The reactants are: [NH2:1][C:2]1[N:6]([C:7]2[C:12]([Cl:13])=[CH:11][C:10]([C:14]([O:16]CC)=[O:15])=[CH:9][C:8]=2[Cl:19])[N:5]=[C:4]([CH2:20][CH3:21])[C:3]=1[C:22]([NH2:24])=[O:23].[CH3:25][O:26][C:27]1[CH:32]=[CH:31][C:30]([CH2:33][C:34](OC)=O)=[CH:29][CH:28]=1.[Na].CC(O)=O.